The task is: Predict the product of the given reaction.. This data is from Forward reaction prediction with 1.9M reactions from USPTO patents (1976-2016). (1) Given the reactants F[B-](F)(F)F.[N:6]#[O+:7].[CH:8]1([NH:11][C:12](=[O:18])[O:13][C:14]([CH3:17])([CH3:16])[CH3:15])[CH2:10][CH2:9]1.CCOC(C)=O, predict the reaction product. The product is: [CH:8]1([N:11]([N:6]=[O:7])[C:12](=[O:18])[O:13][C:14]([CH3:15])([CH3:17])[CH3:16])[CH2:9][CH2:10]1. (2) The product is: [C:1]([O:5][C:6]([N:8]1[CH2:17][CH2:16][C:15]2[C:10](=[CH:11][CH:12]=[C:13]([O:18][C:33]3[CH:40]=[CH:39][C:36]([C:37]#[N:38])=[CH:35][CH:34]=3)[CH:14]=2)[CH2:9]1)=[O:7])([CH3:4])([CH3:2])[CH3:3]. Given the reactants [C:1]([O:5][C:6]([N:8]1[CH2:17][CH2:16][C:15]2[C:10](=[CH:11][CH:12]=[C:13]([OH:18])[CH:14]=2)[CH2:9]1)=[O:7])([CH3:4])([CH3:3])[CH3:2].C1(C)C=CC=CC=1.C([O-])([O-])=O.[K+].[K+].F[C:33]1[CH:40]=[CH:39][C:36]([C:37]#[N:38])=[CH:35][CH:34]=1, predict the reaction product. (3) Given the reactants [F:1][C:2]([F:24])([F:23])[C:3]1[CH:4]=[CH:5][C:6]([O:9][C:10]2[CH:11]=[C:12]3[C:17](=[CH:18][CH:19]=2)[N:16]=[C:15]([C:20](O)=[O:21])[CH:14]=[CH:13]3)=[N:7][CH:8]=1.F[P-](F)(F)(F)(F)F.CN([C:35](N(C)C)=[N+:36]1[C:44]2[C:39](=[N:40][CH:41]=[CH:42][CH:43]=2)[N+]([O-])=N1)C.C(N(CC)C(C)C)(C)C.[C:58]([O-:61])(O)=O.[Na+], predict the reaction product. The product is: [F:23][C:2]([F:1])([F:24])[C:3]1[CH:4]=[CH:5][C:6]([O:9][C:10]2[CH:11]=[C:12]3[C:17](=[CH:18][CH:19]=2)[N:16]=[C:15]([C:20]([N:40]2[CH2:41][C:58](=[O:61])[N:36]4[CH2:35][CH2:42][CH2:43][C@H:44]4[CH2:39]2)=[O:21])[CH:14]=[CH:13]3)=[N:7][CH:8]=1. (4) Given the reactants [C:1]([O:5][C:6]([N:8]1[C:16]2[C:11](=[CH:12][C:13]([O:17]CC3C=CC=CC=3)=[CH:14][CH:15]=2)[CH:10]=[C:9]1[C:25]1[CH:33]=[CH:32][CH:31]=[C:30]2[C:26]=1[C:27](=[O:34])[NH:28][CH2:29]2)=[O:7])([CH3:4])([CH3:3])[CH3:2], predict the reaction product. The product is: [C:1]([O:5][C:6]([N:8]1[C:16]2[C:11](=[CH:12][C:13]([OH:17])=[CH:14][CH:15]=2)[CH:10]=[C:9]1[C:25]1[CH:33]=[CH:32][CH:31]=[C:30]2[C:26]=1[C:27](=[O:34])[NH:28][CH2:29]2)=[O:7])([CH3:4])([CH3:2])[CH3:3]. (5) The product is: [OH:9][C:6]1[CH:7]=[CH:8][C:3]([S:2][CH3:1])=[CH:4][C:5]=1[C:10](=[O:12])[CH3:11]. Given the reactants [CH3:1][S:2][C:3]1[CH:8]=[CH:7][C:6]([OH:9])=[CH:5][CH:4]=1.[C:10](Cl)(=[O:12])[CH3:11], predict the reaction product. (6) Given the reactants [OH:1][C:2]1[CH:23]=[CH:22][C:5]([CH:6]=[C:7]2[S:11][C:10](=[O:12])[N:9]([CH2:13][C:14]3([CH3:20])[CH2:19][CH2:18][CH2:17][CH2:16][CH2:15]3)[C:8]2=[O:21])=[CH:4][C:3]=1[C:24]([F:27])([F:26])[F:25], predict the reaction product. The product is: [OH:1][C:2]1[CH:23]=[CH:22][C:5]([CH2:6][CH:7]2[S:11][C:10](=[O:12])[N:9]([CH2:13][C:14]3([CH3:20])[CH2:15][CH2:16][CH2:17][CH2:18][CH2:19]3)[C:8]2=[O:21])=[CH:4][C:3]=1[C:24]([F:27])([F:26])[F:25]. (7) The product is: [C:23]([C:27]1[N:28]=[C:29]([N:36]2[CH2:37][C:38]3([CH2:39][O:40][CH2:41]3)[CH2:42]2)[C:30]2[C:31](=[N:33][N:34]([CH2:44][C:45]3[CH:50]=[CH:49][CH:48]=[CH:47][C:46]=3[S:51]([CH3:54])(=[O:53])=[O:52])[N:35]=2)[N:32]=1)([CH3:26])([CH3:24])[CH3:25]. Given the reactants C(C1N=C(N2CCC(F)(F)C2)C2C(=NN(CC)N=2)N=1)(C)(C)C.[C:23]([C:27]1[N:28]=[C:29]([N:36]2[CH2:42][C:38]3([CH2:41][O:40][CH2:39]3)[CH2:37]2)[C:30]2[N:35]=[N:34][NH:33][C:31]=2[N:32]=1)([CH3:26])([CH3:25])[CH3:24].Br[CH2:44][C:45]1[CH:50]=[CH:49][CH:48]=[CH:47][C:46]=1[S:51]([CH3:54])(=[O:53])=[O:52], predict the reaction product. (8) Given the reactants [F:1][C:2]1[CH:3]=[C:4]([C:8]2[CH:16]=[CH:15][CH:14]=[C:13]3[C:9]=2[CH2:10][C:11](=[O:17])[NH:12]3)[CH:5]=[CH:6][CH:7]=1.[CH3:18][C:19]1[C:23]([C:24]([N:26]2[CH2:31][CH2:30][N:29]([CH3:32])[CH2:28][CH2:27]2)=[O:25])=[C:22]([CH3:33])[NH:21][C:20]=1[CH:34]=O, predict the reaction product. The product is: [CH3:18][C:19]1[C:23]([C:24]([N:26]2[CH2:27][CH2:28][N:29]([CH3:32])[CH2:30][CH2:31]2)=[O:25])=[C:22]([CH3:33])[NH:21][C:20]=1[CH:34]=[C:10]1[C:9]2[C:13](=[CH:14][CH:15]=[CH:16][C:8]=2[C:4]2[CH:5]=[CH:6][CH:7]=[C:2]([F:1])[CH:3]=2)[NH:12][C:11]1=[O:17]. (9) Given the reactants [CH3:1][C:2]1[CH:9]=[C:8]([F:10])[CH:7]=[CH:6][C:3]=1[C:4]#[N:5].[Br:11]N1C(=O)CCC1=O.C(OOC(=O)C1C=CC=CC=1)(=O)C1C=CC=CC=1, predict the reaction product. The product is: [Br:11][CH2:1][C:2]1[CH:9]=[C:8]([F:10])[CH:7]=[CH:6][C:3]=1[C:4]#[N:5]. (10) The product is: [NH:32]1[C:28]2=[N:29][CH:30]=[CH:31][C:26]([C:2]#[C:1][C:3]3[N:7]4[N:8]=[C:9]([C:12]5[CH:13]=[CH:14][C:15]([CH2:16][N:17]6[CH2:18][CH2:19][O:20][CH2:21][CH2:22]6)=[CH:23][CH:24]=5)[CH:10]=[CH:11][C:6]4=[N:5][CH:4]=3)=[C:27]2[CH:34]=[CH:33]1. Given the reactants [C:1]([C:3]1[N:7]2[N:8]=[C:9]([C:12]3[CH:24]=[CH:23][C:15]([CH2:16][N:17]4[CH2:22][CH2:21][O:20][CH2:19][CH2:18]4)=[CH:14][CH:13]=3)[CH:10]=[CH:11][C:6]2=[N:5][CH:4]=1)#[CH:2].Br[C:26]1[CH:31]=[CH:30][N:29]=[C:28]2[NH:32][CH:33]=[CH:34][C:27]=12.C1C=CC(P(C2C=CC=CC=2)C2C=CC=CC=2)=CC=1.CCN(C(C)C)C(C)C, predict the reaction product.